The task is: Binary Classification. Given a T-cell receptor sequence (or CDR3 region) and an epitope sequence, predict whether binding occurs between them.. This data is from TCR-epitope binding with 47,182 pairs between 192 epitopes and 23,139 TCRs. (1) The epitope is LLWNGPMAV. The TCR CDR3 sequence is CASSPGHAYEQYF. Result: 1 (the TCR binds to the epitope). (2) The epitope is KLGGALQAK. The TCR CDR3 sequence is CASSPGQGGNQPQHF. Result: 1 (the TCR binds to the epitope). (3) The epitope is LLLGIGILV. The TCR CDR3 sequence is CASSLGVLGQPQHF. Result: 1 (the TCR binds to the epitope). (4) The epitope is ATDALMTGY. The TCR CDR3 sequence is CAISESATGYQPQHF. Result: 1 (the TCR binds to the epitope). (5) The epitope is KLSYGIATV. The TCR CDR3 sequence is CASSQTGTYEQYF. Result: 1 (the TCR binds to the epitope).